From a dataset of Full USPTO retrosynthesis dataset with 1.9M reactions from patents (1976-2016). Predict the reactants needed to synthesize the given product. (1) Given the product [C:21]([NH:29][C:30]([CH:11]([NH:12][C:13]1[N:14]=[CH:15][NH:16][C:17]=1[C:18]([NH2:20])=[O:19])[C:7]1[NH:6][C:5]([CH2:1][CH2:2][CH2:3][CH3:4])=[N:9][C:8]=1[Cl:10])=[S:31])(=[O:28])[C:22]1[CH:27]=[CH:26][CH:25]=[CH:24][CH:23]=1, predict the reactants needed to synthesize it. The reactants are: [CH2:1]([C:5]1[NH:6][C:7]([CH2:11][NH:12][C:13]2[N:14]=[CH:15][NH:16][C:17]=2[C:18]([NH2:20])=[O:19])=[C:8]([Cl:10])[N:9]=1)[CH2:2][CH2:3][CH3:4].[C:21]([N:29]=[C:30]=[S:31])(=[O:28])[C:22]1[CH:27]=[CH:26][CH:25]=[CH:24][CH:23]=1. (2) Given the product [N:42]1([CH2:44][CH2:2][CH2:3][NH:64][C:34]([CH:16]2[CH:15]([C:11]3[CH:12]=[CH:13][CH:14]=[C:9]([Cl:8])[C:10]=3[F:37])[C:19]([C:22]3[CH:27]=[CH:26][C:25]([Cl:28])=[CH:24][CH:23]=3)([C:20]#[N:21])[CH:18]([CH2:29][C:30]([CH3:33])([CH3:32])[CH3:31])[NH:17]2)=[O:36])[CH:43]=[CH:38][N:39]=[CH:41]1, predict the reactants needed to synthesize it. The reactants are: F[C:2](F)(F)[C:3](O)=O.[Cl:8][C:9]1[C:10]([F:37])=[C:11]([CH:15]2[C:19]([C:22]3[CH:27]=[CH:26][C:25]([Cl:28])=[CH:24][CH:23]=3)([C:20]#[N:21])[CH:18]([CH2:29][C:30]([CH3:33])([CH3:32])[CH3:31])[NH:17][CH:16]2[C:34]([OH:36])=O)[CH:12]=[CH:13][CH:14]=1.[CH3:38][N:39]([C:41](ON1N=NC2C=CC=NC1=2)=[N+:42]([CH3:44])[CH3:43])C.F[P-](F)(F)(F)(F)F.CC[N:64](C(C)C)C(C)C.